From a dataset of Peptide-MHC class I binding affinity with 185,985 pairs from IEDB/IMGT. Regression. Given a peptide amino acid sequence and an MHC pseudo amino acid sequence, predict their binding affinity value. This is MHC class I binding data. (1) The peptide sequence is MYPFIFFIV. The MHC is HLA-B51:01 with pseudo-sequence HLA-B51:01. The binding affinity (normalized) is 0.0847. (2) The peptide sequence is SLASIGTSF. The MHC is HLA-A69:01 with pseudo-sequence HLA-A69:01. The binding affinity (normalized) is 0.0847. (3) The peptide sequence is MTFPLHFRS. The MHC is HLA-A26:01 with pseudo-sequence HLA-A26:01. The binding affinity (normalized) is 0.0847. (4) The peptide sequence is DYNFVKQLF. The MHC is HLA-B44:03 with pseudo-sequence HLA-B44:03. The binding affinity (normalized) is 0.191. (5) The MHC is BoLA-D18.4 with pseudo-sequence BoLA-D18.4. The binding affinity (normalized) is 0.778. The peptide sequence is QQYHRFGLY. (6) The peptide sequence is YSLMSRYQF. The MHC is HLA-C14:02 with pseudo-sequence HLA-C14:02. The binding affinity (normalized) is 0.652. (7) The peptide sequence is HPASRLFPF. The MHC is HLA-B08:01 with pseudo-sequence HLA-B08:01. The binding affinity (normalized) is 0.650. (8) The peptide sequence is LLTQSNAGF. The MHC is HLA-A30:01 with pseudo-sequence HLA-A30:01. The binding affinity (normalized) is 0.0847.